Dataset: Reaction yield outcomes from USPTO patents with 853,638 reactions. Task: Predict the reaction yield, written as a fraction of the theoretical maximum amount of product (1.0 means a 100% yield; for example, 0.34 means a 34% yield). The product is [Br:1][C:2]1[CH:3]=[C:4]([S:8]([NH:11][C:12](=[O:14])[CH3:13])(=[O:9])=[O:10])[CH:5]=[CH:6][CH:7]=1. The yield is 0.510. The reactants are [Br:1][C:2]1[CH:3]=[C:4]([S:8]([NH2:11])(=[O:10])=[O:9])[CH:5]=[CH:6][CH:7]=1.[C:12](OC(=O)C)(=[O:14])[CH3:13]. The catalyst is N1C=CC=CC=1.CN(C1C=CN=CC=1)C.C(OCC)(=O)C.